This data is from Forward reaction prediction with 1.9M reactions from USPTO patents (1976-2016). The task is: Predict the product of the given reaction. Given the reactants [C:1]1(=[O:11])[O:6][C:4](=O)[C:3]2=[CH:7][CH:8]=[CH:9][CH:10]=[C:2]12.[NH2:12][CH2:13][CH2:14][S:15]([OH:18])(=[O:17])=[O:16].C([O-])(=O)C.[K+:23], predict the reaction product. The product is: [K+:23].[C:4]1(=[O:6])[N:12]([CH2:13][CH2:14][S:15]([O-:18])(=[O:17])=[O:16])[C:1](=[O:11])[C:2]2=[CH:10][CH:9]=[CH:8][CH:7]=[C:3]12.